The task is: Predict the product of the given reaction.. This data is from Forward reaction prediction with 1.9M reactions from USPTO patents (1976-2016). (1) The product is: [C:38]([O:37][C:36]([NH:35][CH2:34][CH2:33][CH2:32][NH:31][C:19](=[O:20])/[CH:18]=[CH:17]/[C:15]1[C:14]([O:22][CH2:23][CH2:24][C:25]2[CH:30]=[CH:29][CH:28]=[CH:27][CH:26]=2)=[CH:13][CH:12]=[C:11]([CH2:10][S:9][C:3]2[C:4]([Cl:8])=[CH:5][CH:6]=[CH:7][C:2]=2[Cl:1])[N:16]=1)=[O:42])([CH3:41])([CH3:40])[CH3:39]. Given the reactants [Cl:1][C:2]1[CH:7]=[CH:6][CH:5]=[C:4]([Cl:8])[C:3]=1[S:9][CH2:10][C:11]1[N:16]=[C:15](/[CH:17]=[CH:18]/[C:19](O)=[O:20])[C:14]([O:22][CH2:23][CH2:24][C:25]2[CH:30]=[CH:29][CH:28]=[CH:27][CH:26]=2)=[CH:13][CH:12]=1.[NH2:31][CH2:32][CH2:33][CH2:34][NH:35][C:36](=[O:42])[O:37][C:38]([CH3:41])([CH3:40])[CH3:39].CN(C(ON1N=NC2C=CC=CC1=2)=[N+](C)C)C.[B-](F)(F)(F)F.C(N(C(C)C)CC)(C)C, predict the reaction product. (2) Given the reactants [C:1]([O:5][C:6]([NH:8][CH:9]1[CH2:14][CH2:13][N:12]([C:15]([N:17]2[CH2:22][CH:21]([C:23]3[CH:28]=[CH:27][C:26]([O:29][C:30]([F:33])([F:32])[F:31])=[CH:25][CH:24]=3)[CH2:20][CH:19]([C:34]([O:36]C)=[O:35])[CH2:18]2)=[O:16])[CH2:11][CH2:10]1)=[O:7])([CH3:4])([CH3:3])[CH3:2].CC(C)([O-])C.[K+], predict the reaction product. The product is: [C:1]([O:5][C:6]([NH:8][CH:9]1[CH2:14][CH2:13][N:12]([C:15]([N:17]2[CH2:22][CH:21]([C:23]3[CH:24]=[CH:25][C:26]([O:29][C:30]([F:32])([F:33])[F:31])=[CH:27][CH:28]=3)[CH2:20][CH:19]([C:34]([OH:36])=[O:35])[CH2:18]2)=[O:16])[CH2:11][CH2:10]1)=[O:7])([CH3:4])([CH3:2])[CH3:3].